Dataset: Full USPTO retrosynthesis dataset with 1.9M reactions from patents (1976-2016). Task: Predict the reactants needed to synthesize the given product. (1) Given the product [C:1]1([S:7]([N:10]2[C:14]3[CH:15]=[N:16][C:17]([C:35]#[N:36])=[C:18]([O:19][CH:20]4[CH2:21][CH2:22][N:23]([CH2:26][CH2:27][OH:28])[CH2:24][CH2:25]4)[C:13]=3[C:12]3[CH:37]=[C:38]([Br:41])[CH:39]=[N:40][C:11]2=3)(=[O:8])=[O:9])[CH:2]=[CH:3][CH:4]=[CH:5][CH:6]=1, predict the reactants needed to synthesize it. The reactants are: [C:1]1([S:7]([N:10]2[C:14]3[CH:15]=[N:16][C:17]([C:35]#[N:36])=[C:18]([O:19][CH:20]4[CH2:25][CH2:24][N:23]([CH2:26][CH2:27][O:28]C5CCCCO5)[CH2:22][CH2:21]4)[C:13]=3[C:12]3[CH:37]=[C:38]([Br:41])[CH:39]=[N:40][C:11]2=3)(=[O:9])=[O:8])[CH:6]=[CH:5][CH:4]=[CH:3][CH:2]=1.CC1C=CC(S(O)(=O)=O)=CC=1. (2) Given the product [Cl:1][C:2]1[CH:3]=[N:4][C:5]2[N:6]([N:8]=[C:9]([C:11]([N:20]3[CH2:19][CH2:18][N:17]4[C:21]([C:24]#[N:25])=[CH:22][CH:23]=[C:16]4[CH:15]3[CH3:14])=[O:13])[CH:10]=2)[CH:7]=1, predict the reactants needed to synthesize it. The reactants are: [Cl:1][C:2]1[CH:3]=[N:4][C:5]2[N:6]([N:8]=[C:9]([C:11]([OH:13])=O)[CH:10]=2)[CH:7]=1.[CH3:14][CH:15]1[NH:20][CH2:19][CH2:18][N:17]2[C:21]([C:24]#[N:25])=[CH:22][CH:23]=[C:16]12. (3) Given the product [CH2:1]([O:4][C:5]1[CH:12]=[CH:11][C:10]([I:13])=[CH:9][C:6]=1[CH:7]=[N:45][C:20]([O:19][Si:25]([CH3:32])([CH3:31])[CH3:24])=[CH2:21])[CH:2]=[CH2:3], predict the reactants needed to synthesize it. The reactants are: [CH2:1]([O:4][C:5]1[CH:12]=[CH:11][C:10]([I:13])=[CH:9][C:6]=1[CH:7]=O)[CH:2]=[CH2:3].FC1C=CC(C)=[C:19](C=1)[CH:20]=[O:21].[CH3:24][Si:25]([CH3:32])([CH3:31])N[Si:25]([CH3:32])([CH3:31])[CH3:24].C([Li])CCC.C[Si](Cl)(C)C.C([N:45](CC)CC)C.C(Cl)(=O)C. (4) Given the product [CH3:3][O:4][C:5]1[CH:14]=[CH:13][C:12]([S:15](=[O:18])(=[O:17])[NH2:16])=[CH:11][C:6]=1[C:7]([OH:9])=[O:8], predict the reactants needed to synthesize it. The reactants are: [OH-].[Na+].[CH3:3][O:4][C:5]1[CH:14]=[CH:13][C:12]([S:15](=[O:18])(=[O:17])[NH2:16])=[CH:11][C:6]=1[C:7]([O:9]C)=[O:8].Cl. (5) The reactants are: [C:1]([O:5][C:6]([NH:8][C@H:9]([CH:13]1[CH2:15][CH2:14]1)[C:10](O)=[O:11])=[O:7])([CH3:4])([CH3:3])[CH3:2].C(Cl)CCl.C1C=CC2N(O)N=[N:26]C=2C=1.N.CO. Given the product [C:1]([O:5][C:6](=[O:7])[NH:8][C@H:9]([CH:13]1[CH2:15][CH2:14]1)[C:10]([NH2:26])=[O:11])([CH3:4])([CH3:3])[CH3:2], predict the reactants needed to synthesize it. (6) Given the product [O:31]1[C:32]2[CH:33]=[CH:34][C:26]([CH2:25][NH:35][C:19]([C:17]3[S:18][C:14]([CH3:13])=[C:15]([N+:22]([O-:24])=[O:23])[CH:16]=3)=[O:21])=[CH:27][C:28]=2[O:29][CH2:30]1, predict the reactants needed to synthesize it. The reactants are: C(N1C=CN=C1)(N1C=CN=C1)=O.[CH3:13][C:14]1[S:18][C:17]([C:19]([OH:21])=O)=[CH:16][C:15]=1[N+:22]([O-:24])=[O:23].[CH2:25]([NH2:35])[C:26]1[CH:34]=[CH:33][C:32]2[O:31][CH2:30][O:29][C:28]=2[CH:27]=1.